Dataset: Catalyst prediction with 721,799 reactions and 888 catalyst types from USPTO. Task: Predict which catalyst facilitates the given reaction. Reactant: [Cl-:1].[CH2:2]([O:9][C:10](=[O:14])[C@@H:11]([NH3+:13])[CH3:12])[C:3]1[CH:8]=[CH:7][CH:6]=[CH:5][CH:4]=1.CCN(CC)CC.[P:22](Cl)(Cl)(=[O:30])[O:23][C:24]1[CH:29]=[CH:28][CH:27]=[CH:26][CH:25]=1. Product: [Cl:1][C:25]1[CH:26]=[CH:27][CH:28]=[CH:29][C:24]=1[O:23][P:22](=[N:13][C@@H:11]([CH3:12])[C:10]([O:9][CH2:2][C:3]1[CH:8]=[CH:7][CH:6]=[CH:5][CH:4]=1)=[O:14])=[O:30]. The catalyst class is: 4.